This data is from NCI-60 drug combinations with 297,098 pairs across 59 cell lines. The task is: Regression. Given two drug SMILES strings and cell line genomic features, predict the synergy score measuring deviation from expected non-interaction effect. (1) Drug 1: CC1=C(N=C(N=C1N)C(CC(=O)N)NCC(C(=O)N)N)C(=O)NC(C(C2=CN=CN2)OC3C(C(C(C(O3)CO)O)O)OC4C(C(C(C(O4)CO)O)OC(=O)N)O)C(=O)NC(C)C(C(C)C(=O)NC(C(C)O)C(=O)NCCC5=NC(=CS5)C6=NC(=CS6)C(=O)NCCC[S+](C)C)O. Drug 2: N.N.Cl[Pt+2]Cl. Cell line: M14. Synergy scores: CSS=38.4, Synergy_ZIP=-3.67, Synergy_Bliss=1.85, Synergy_Loewe=-2.87, Synergy_HSA=3.78. (2) Drug 1: C1=NC2=C(N=C(N=C2N1C3C(C(C(O3)CO)O)O)F)N. Drug 2: C1=NNC2=C1C(=O)NC=N2. Cell line: HOP-92. Synergy scores: CSS=-6.25, Synergy_ZIP=3.79, Synergy_Bliss=-0.386, Synergy_Loewe=-10.8, Synergy_HSA=-9.75. (3) Drug 1: C1=C(C(=O)NC(=O)N1)N(CCCl)CCCl. Drug 2: C(CCl)NC(=O)N(CCCl)N=O. Cell line: IGROV1. Synergy scores: CSS=26.1, Synergy_ZIP=-6.26, Synergy_Bliss=-2.99, Synergy_Loewe=-1.84, Synergy_HSA=-0.984. (4) Drug 1: CN(C)N=NC1=C(NC=N1)C(=O)N. Drug 2: CCC1(CC2CC(C3=C(CCN(C2)C1)C4=CC=CC=C4N3)(C5=C(C=C6C(=C5)C78CCN9C7C(C=CC9)(C(C(C8N6C)(C(=O)OC)O)OC(=O)C)CC)OC)C(=O)OC)O.OS(=O)(=O)O. Cell line: NCI-H322M. Synergy scores: CSS=9.82, Synergy_ZIP=-5.59, Synergy_Bliss=-5.07, Synergy_Loewe=-35.1, Synergy_HSA=-7.73. (5) Drug 1: C1=NC2=C(N1)C(=S)N=C(N2)N. Drug 2: C1CNP(=O)(OC1)N(CCCl)CCCl. Cell line: IGROV1. Synergy scores: CSS=16.1, Synergy_ZIP=-9.46, Synergy_Bliss=-0.798, Synergy_Loewe=-30.9, Synergy_HSA=-2.79. (6) Drug 1: C(=O)(N)NO. Drug 2: CC1=C(N=C(N=C1N)C(CC(=O)N)NCC(C(=O)N)N)C(=O)NC(C(C2=CN=CN2)OC3C(C(C(C(O3)CO)O)O)OC4C(C(C(C(O4)CO)O)OC(=O)N)O)C(=O)NC(C)C(C(C)C(=O)NC(C(C)O)C(=O)NCCC5=NC(=CS5)C6=NC(=CS6)C(=O)NCCC[S+](C)C)O. Cell line: NCI-H460. Synergy scores: CSS=39.2, Synergy_ZIP=3.38, Synergy_Bliss=2.78, Synergy_Loewe=-33.6, Synergy_HSA=1.16. (7) Drug 1: C1=CC=C(C(=C1)C(C2=CC=C(C=C2)Cl)C(Cl)Cl)Cl. Drug 2: C(CCl)NC(=O)N(CCCl)N=O. Cell line: HOP-62. Synergy scores: CSS=-4.83, Synergy_ZIP=-0.896, Synergy_Bliss=-1.42, Synergy_Loewe=-4.21, Synergy_HSA=-3.43.